The task is: Predict the reaction yield, written as a fraction of the theoretical maximum amount of product (1.0 means a 100% yield; for example, 0.34 means a 34% yield).. This data is from Reaction yield outcomes from USPTO patents with 853,638 reactions. (1) The reactants are [CH3:1][C:2]1[CH:7]=[CH:6][N:5]=[CH:4][C:3]=1[N:8]1[CH2:12][CH2:11][NH:10][C:9]1=[O:13].Br[C:15]1[CH:16]=[C:17]2[C:22](=[CH:23][CH:24]=1)[N:21]=[C:20]([CH3:25])[CH:19]=[CH:18]2.N[C@@H]1CCCC[C@H]1N.P([O-])([O-])([O-])=O.[K+].[K+].[K+]. The catalyst is [Cu](I)I.O1CCOCC1. The product is [CH3:1][C:2]1[CH:7]=[CH:6][N:5]=[CH:4][C:3]=1[N:8]1[CH2:12][CH2:11][N:10]([C:15]2[CH:16]=[C:17]3[C:22](=[CH:23][CH:24]=2)[N:21]=[C:20]([CH3:25])[CH:19]=[CH:18]3)[C:9]1=[O:13]. The yield is 0.430. (2) The reactants are [CH2:1]([NH:8][C:9](=[O:18])[NH:10][CH2:11][C:12]1([C:15]([OH:17])=O)[CH2:14][CH2:13]1)[C:2]1[CH:7]=[CH:6][CH:5]=[CH:4][CH:3]=1.OC1C2N=NNC=2C=CC=1.C(N=C=NCCCN(C)C)C.[NH2:40][C@@H:41]([CH2:64][C:65]1[CH:70]=[CH:69][C:68]([O:71][C:72]([CH3:75])([CH3:74])[CH3:73])=[CH:67][CH:66]=1)[C:42]([N:44]([CH2:56][CH:57]([O:61][CH2:62][CH3:63])[O:58][CH2:59][CH3:60])[CH2:45][C:46]1[C:55]2[C:50](=[CH:51][CH:52]=[CH:53][CH:54]=2)[CH:49]=[CH:48][CH:47]=1)=[O:43]. The catalyst is ClCCl.CN(C)C1C=CN=CC=1. The product is [CH2:1]([NH:8][C:9](=[O:18])[NH:10][CH2:11][C:12]1([C:15]([NH:40][C@@H:41]([CH2:64][C:65]2[CH:70]=[CH:69][C:68]([O:71][C:72]([CH3:74])([CH3:73])[CH3:75])=[CH:67][CH:66]=2)[C:42]([N:44]([CH2:56][CH:57]([O:61][CH2:62][CH3:63])[O:58][CH2:59][CH3:60])[CH2:45][C:46]2[C:55]3[C:50](=[CH:51][CH:52]=[CH:53][CH:54]=3)[CH:49]=[CH:48][CH:47]=2)=[O:43])=[O:17])[CH2:13][CH2:14]1)[C:2]1[CH:3]=[CH:4][CH:5]=[CH:6][CH:7]=1. The yield is 0.970. (3) The catalyst is CS(C)=O.[Cu]I. The reactants are Br[C:2]1[CH:3]=[C:4]([CH:8]2[C:17]([CH3:19])([CH3:18])[CH2:16][C:15]3[C:10](=[CH:11][CH:12]=[C:13]([C:20]([OH:22])=[O:21])[CH:14]=3)[NH:9]2)[CH:5]=[CH:6][CH:7]=1.[CH3:23][NH:24][CH2:25][CH2:26][NH:27][CH3:28].Cl.CN(C)CC(O)=O.C(=O)([O-])[O-].[K+].[K+]. The yield is 0.800. The product is [CH3:18][C:17]1([CH3:19])[CH2:16][C:15]2[C:10](=[CH:11][CH:12]=[C:13]([C:20]([OH:22])=[O:21])[CH:14]=2)[NH:9][CH:8]1[C:4]1[CH:5]=[CH:6][CH:7]=[C:2]([N:24]([CH3:23])[CH2:25][CH2:26][NH:27][CH3:28])[CH:3]=1. (4) The reactants are Br.[CH2:2]([C:4]1[N:5]=[C:6]([C@@H:9]([NH2:20])[CH2:10][C:11]2[CH:16]=[CH:15][C:14]([N+:17]([O-:19])=[O:18])=[CH:13][CH:12]=2)[S:7][CH:8]=1)[CH3:3].CCN(CC)CC.[CH2:28]([N:35]=[C:36]=[O:37])[C:29]1[CH:34]=[CH:33][CH:32]=[CH:31][CH:30]=1. The catalyst is C(Cl)Cl. The product is [CH2:28]([NH:35][C:36]([NH:20][C@H:9]([C:6]1[S:7][CH:8]=[C:4]([CH2:2][CH3:3])[N:5]=1)[CH2:10][C:11]1[CH:16]=[CH:15][C:14]([N+:17]([O-:19])=[O:18])=[CH:13][CH:12]=1)=[O:37])[C:29]1[CH:34]=[CH:33][CH:32]=[CH:31][CH:30]=1. The yield is 0.960. (5) The reactants are Cl[C:2]1[N:7]=[C:6]([N:8]2[C:12]([C:13]([F:16])([F:15])[F:14])=[C:11]([C:17]([O:19][CH2:20][CH3:21])=[O:18])[CH:10]=[N:9]2)[CH:5]=[CH:4][CH:3]=1.[F:22][C:23]1[CH:24]=[CH:25][C:26]([CH:32]=[O:33])=[C:27](B(O)O)[CH:28]=1.C([O-])([O-])=O.[Na+].[Na+]. The catalyst is COCCOC.O.C1C=CC([P]([Pd]([P](C2C=CC=CC=2)(C2C=CC=CC=2)C2C=CC=CC=2)([P](C2C=CC=CC=2)(C2C=CC=CC=2)C2C=CC=CC=2)[P](C2C=CC=CC=2)(C2C=CC=CC=2)C2C=CC=CC=2)(C2C=CC=CC=2)C2C=CC=CC=2)=CC=1. The product is [F:22][C:23]1[CH:28]=[CH:27][C:26]([CH:32]=[O:33])=[C:25]([C:2]2[N:7]=[C:6]([N:8]3[C:12]([C:13]([F:16])([F:15])[F:14])=[C:11]([C:17]([O:19][CH2:20][CH3:21])=[O:18])[CH:10]=[N:9]3)[CH:5]=[CH:4][CH:3]=2)[CH:24]=1. The yield is 0.561. (6) The reactants are Cl.[OH:2][CH2:3][CH2:4][N:5]([CH:28]([CH3:30])[CH3:29])[C:6]([C:8]1[N:17]=[C:16]2[N:10]([CH2:11][CH2:12][O:13][C:14]3[CH:21]=[C:20]([CH:22]4[CH2:27][CH2:26][NH:25][CH2:24][CH2:23]4)[CH:19]=[CH:18][C:15]=32)[CH:9]=1)=[O:7].C(=O)([O-])[O-].[K+].[K+].[CH3:37][N:38]([CH3:43])[C:39](=[O:42])[CH2:40]Cl. The catalyst is CN(C=O)C. The product is [CH3:37][N:38]([CH3:43])[C:39](=[O:42])[CH2:40][N:25]1[CH2:26][CH2:27][CH:22]([C:20]2[CH:19]=[CH:18][C:15]3[C:16]4[N:10]([CH:9]=[C:8]([C:6]([N:5]([CH2:4][CH2:3][OH:2])[CH:28]([CH3:30])[CH3:29])=[O:7])[N:17]=4)[CH2:11][CH2:12][O:13][C:14]=3[CH:21]=2)[CH2:23][CH2:24]1. The yield is 0.200. (7) The reactants are [C:1]([C:3]1[C:11]2[C:6](=[CH:7][C:8]([C:12](Cl)=[O:13])=[CH:9][CH:10]=2)[N:5]([CH2:15][CH3:16])[CH:4]=1)#[N:2].[NH2:17][C:18]1[CH:23]=[CH:22][CH:21]=[CH:20][CH:19]=1.CCOC(C)=O.C(Cl)Cl. The catalyst is C1COCC1.O. The product is [C:18]1([NH:17][C:12]([C:8]2[CH:7]=[C:6]3[C:11]([C:3]([C:1]#[N:2])=[CH:4][N:5]3[CH2:15][CH3:16])=[CH:10][CH:9]=2)=[O:13])[CH:23]=[CH:22][CH:21]=[CH:20][CH:19]=1. The yield is 0.510.